From a dataset of Reaction yield outcomes from USPTO patents with 853,638 reactions. Predict the reaction yield, written as a fraction of the theoretical maximum amount of product (1.0 means a 100% yield; for example, 0.34 means a 34% yield). (1) The reactants are [F:1][C:2]1[C:3]([C:9]2[N:10]([CH:15]([CH3:17])[CH3:16])[C:11]([CH3:14])=[N:12][CH:13]=2)=[N:4][C:5]([NH2:8])=[N:6][CH:7]=1.I[C:19]1[CH:34]=[CH:33][C:22]([C:23]([NH:25][CH:26]2[CH2:31][CH2:30][N:29]([CH3:32])[CH2:28][CH2:27]2)=[O:24])=[CH:21][CH:20]=1.CC1(C)C2C(=C(P(C3C=CC=CC=3)C3C=CC=CC=3)C=CC=2)OC2C(P(C3C=CC=CC=3)C3C=CC=CC=3)=CC=CC1=2.C(=O)([O-])[O-].[Cs+].[Cs+]. The catalyst is O1CCOCC1.C([O-])(=O)C.[Pd+2].C([O-])(=O)C. The product is [F:1][C:2]1[C:3]([C:9]2[N:10]([CH:15]([CH3:17])[CH3:16])[C:11]([CH3:14])=[N:12][CH:13]=2)=[N:4][C:5]([NH:8][C:19]2[CH:34]=[CH:33][C:22]([C:23]([NH:25][CH:26]3[CH2:31][CH2:30][N:29]([CH3:32])[CH2:28][CH2:27]3)=[O:24])=[CH:21][CH:20]=2)=[N:6][CH:7]=1. The yield is 0.670. (2) The reactants are [CH3:1][N:2]1[C@@H:7]2[CH2:8][C:9]([CH2:11][C@H:3]1[CH2:4][CH2:5][CH2:6]2)=O.[NH:12]1[CH2:16][CH2:15][CH2:14][CH2:13]1. The catalyst is C1(C)C=CC=CC=1.Cl[Ti](Cl)(Cl)Cl. The product is [CH3:1][N:2]1[CH:3]2[CH2:4][CH2:5][CH2:6][CH:7]1[CH2:8][C:9]([N:12]1[CH2:16][CH2:15][CH2:14][CH2:13]1)=[CH:11]2. The yield is 1.00. (3) The reactants are [C:1]([O:5][C:6]([C:8]1([CH:11]2[CH2:16][CH2:15][NH:14][CH2:13][CH2:12]2)[CH2:10][CH2:9]1)=[O:7])([CH3:4])([CH3:3])[CH3:2].C(N(CC)CC)C.[C:24](Cl)(=[O:26])[CH3:25]. The catalyst is C(Cl)Cl. The product is [C:1]([O:5][C:6]([C:8]1([CH:11]2[CH2:16][CH2:15][N:14]([C:24](=[O:26])[CH3:25])[CH2:13][CH2:12]2)[CH2:9][CH2:10]1)=[O:7])([CH3:4])([CH3:2])[CH3:3]. The yield is 0.990. (4) The product is [CH3:12][O:11][C:3]1[CH:4]=[C:5]([N+:8]([O-:10])=[O:9])[CH:6]=[CH:7][C:2]=1[CH2:1][Br:13]. The reactants are [CH3:1][C:2]1[CH:7]=[CH:6][C:5]([N+:8]([O-:10])=[O:9])=[CH:4][C:3]=1[O:11][CH3:12].[Br:13]C1CC(=O)NC1=O. The catalyst is C(Cl)(Cl)(Cl)Cl. The yield is 0.690. (5) The reactants are Br[C:2]1[CH:3]=[CH:4][C:5]([F:26])=[C:6]([C@:8]2([CH:23]([F:25])[F:24])[C@@H:14]3[C@@H:12]([CH2:13]3)[O:11][C:10]([NH:15][C:16](=[O:22])[O:17][C:18]([CH3:21])([CH3:20])[CH3:19])=[N:9]2)[CH:7]=1.[N-:27]=[N+]=[N-].[Na+].[NH4+].[Cl-].[OH-].[NH4+].CP(C)C. The catalyst is CCOC(C)=O.C1COCC1.O.[Cu]I.CCO. The product is [NH2:27][C:2]1[CH:3]=[CH:4][C:5]([F:26])=[C:6]([C@:8]2([CH:23]([F:25])[F:24])[C@@H:14]3[C@@H:12]([CH2:13]3)[O:11][C:10]([NH:15][C:16](=[O:22])[O:17][C:18]([CH3:21])([CH3:20])[CH3:19])=[N:9]2)[CH:7]=1. The yield is 0.820. (6) The reactants are [C:1]([O:5][C:6](=[O:24])[N:7]([CH2:16][C:17]1[CH:22]=[CH:21][C:20]([OH:23])=[CH:19][CH:18]=1)[CH2:8][CH2:9][C:10]1[CH:15]=[CH:14][CH:13]=[CH:12][CH:11]=1)([CH3:4])([CH3:3])[CH3:2].[H-].[Na+].F[C:28]1[CH:29]=[CH:30][C:31]([C:34]([NH2:36])=[O:35])=[N:32][CH:33]=1. The catalyst is CN(C=O)C. The product is [C:1]([O:5][C:6](=[O:24])[N:7]([CH2:16][C:17]1[CH:22]=[CH:21][C:20]([O:23][C:28]2[CH:33]=[N:32][C:31]([C:34](=[O:35])[NH2:36])=[CH:30][CH:29]=2)=[CH:19][CH:18]=1)[CH2:8][CH2:9][C:10]1[CH:15]=[CH:14][CH:13]=[CH:12][CH:11]=1)([CH3:4])([CH3:2])[CH3:3]. The yield is 0.824. (7) The reactants are Br[C:2]1[CH:7]=[CH:6][C:5]([Cl:8])=[C:4]([CH:9]([CH3:11])[CH3:10])[CH:3]=1.[C:12]([C:16]1[CH:29]=[CH:28][C:19]([CH2:20][N:21]2[CH2:25][CH2:24]OS2(=O)=O)=[CH:18][CH:17]=1)([CH3:15])([CH3:14])[CH3:13]. No catalyst specified. The product is [C:12]([C:16]1[CH:17]=[CH:18][C:19]([CH2:20][NH:21][CH2:25][CH2:24][C:2]2[CH:7]=[CH:6][C:5]([Cl:8])=[C:4]([CH:9]([CH3:11])[CH3:10])[CH:3]=2)=[CH:28][CH:29]=1)([CH3:14])([CH3:13])[CH3:15]. The yield is 0.420. (8) The reactants are [F:1][C:2]([F:16])([F:15])[CH2:3][O:4][C:5]1[CH:6]=[N:7][C:8]2[C:13]([CH:14]=1)=[CH:12][CH:11]=[CH:10][CH:9]=2. The catalyst is C(O)(C(F)(F)F)=O.[Pt](=O)=O. The product is [F:16][C:2]([F:1])([F:15])[CH2:3][O:4][C:5]1[CH:6]=[N:7][C:8]2[CH2:9][CH2:10][CH2:11][CH2:12][C:13]=2[CH:14]=1. The yield is 0.430. (9) The reactants are C([N:8](CC1C=CC=CC=1)[C:9]1[CH:14]=[CH:13][C:12]([C:15]2([OH:19])[CH2:18][O:17][CH2:16]2)=[CH:11][CH:10]=1)C1C=CC=CC=1. The catalyst is C1COCC1.CCO.[H][H].[Pd]. The product is [NH2:8][C:9]1[CH:10]=[CH:11][C:12]([C:15]2([OH:19])[CH2:16][O:17][CH2:18]2)=[CH:13][CH:14]=1. The yield is 0.770. (10) The reactants are [CH:1]1([NH:4][C:5]([NH:7][C:8]2[CH:13]=[CH:12][C:11]([O:14][C:15]3[CH:20]=[CH:19][N:18]=[C:17]4[CH:21]=[C:22]([C:24]5[CH:29]=[CH:28][C:27]([CH2:30][N:31]6[CH2:36][CH2:35][NH:34][CH2:33][CH2:32]6)=[CH:26][N:25]=5)[S:23][C:16]=34)=[C:10]([F:37])[CH:9]=2)=[O:6])[CH2:3][CH2:2]1.FC(F)(F)S(O[CH2:44][C:45]([F:48])([F:47])[F:46])(=O)=O.CCN(C(C)C)C(C)C. The catalyst is C1COCC1. The product is [CH:1]1([NH:4][C:5]([NH:7][C:8]2[CH:13]=[CH:12][C:11]([O:14][C:15]3[CH:20]=[CH:19][N:18]=[C:17]4[CH:21]=[C:22]([C:24]5[CH:29]=[CH:28][C:27]([CH2:30][N:31]6[CH2:32][CH2:33][N:34]([CH2:44][C:45]([F:48])([F:47])[F:46])[CH2:35][CH2:36]6)=[CH:26][N:25]=5)[S:23][C:16]=34)=[C:10]([F:37])[CH:9]=2)=[O:6])[CH2:3][CH2:2]1. The yield is 0.110.